This data is from HIV replication inhibition screening data with 41,000+ compounds from the AIDS Antiviral Screen. The task is: Binary Classification. Given a drug SMILES string, predict its activity (active/inactive) in a high-throughput screening assay against a specified biological target. (1) The molecule is O=c1c2c([nH]n1-c1nc(O)cc(-c3ccccc3)n1)CCCC2. The result is 0 (inactive). (2) The drug is CNC(=O)CCCC=C(c1cc(Cl)c(OC)c(C(=O)NC)c1)c1cc(Cl)c(OC)c(C(=O)NC)c1. The result is 0 (inactive). (3) The drug is Cc1cc(C)nc(NS(=O)(=O)c2ccc(Nc3c4ccccc4nc4c(C(=O)NCCN(C)C)ccc(Cl)c34)cc2)n1. The result is 0 (inactive). (4) The drug is COC1C=COC2(C)Oc3c(C)c(O)c4c(O)c(c(C=NN5C(C)CN(Cc6ccccc6C#N)CC5C)c(O)c4c3C2=O)NC(=O)C(C)=CC=CC(C)C(O)C(C)C(O)C(C)C(OC(C)=O)C1C. The result is 0 (inactive). (5) The compound is CN(C)c1ncnc2c1ncn2C1C=CC(COS(N)(=O)=O)C1. The result is 0 (inactive).